This data is from Full USPTO retrosynthesis dataset with 1.9M reactions from patents (1976-2016). The task is: Predict the reactants needed to synthesize the given product. (1) The reactants are: [CH:1]([N:4]1[C:8](=[O:9])[C:7]([CH3:16])([C:10]2[CH:15]=[CH:14][CH:13]=[CH:12][CH:11]=2)[NH:6][C:5]1=[O:17])([CH3:3])[CH3:2].[H-].[Na+].Br[CH2:21][C:22]([O:24][CH3:25])=[O:23].C([O-])(O)=O.[Na+]. Given the product [CH:1]([N:4]1[C:8](=[O:9])[C:7]([CH3:16])([C:10]2[CH:11]=[CH:12][CH:13]=[CH:14][CH:15]=2)[N:6]([CH2:21][C:22]([O:24][CH3:25])=[O:23])[C:5]1=[O:17])([CH3:3])[CH3:2], predict the reactants needed to synthesize it. (2) Given the product [NH2:15][C@H:12]([C:6]1[N:5]([CH:23]2[CH2:25][CH2:24]2)[C:4](=[O:26])[C:3]2[C:8](=[CH:9][CH:10]=[CH:11][C:2]=2[CH3:1])[N:7]=1)[CH2:13][CH3:14], predict the reactants needed to synthesize it. The reactants are: [CH3:1][C:2]1[CH:11]=[CH:10][CH:9]=[C:8]2[C:3]=1[C:4](=[O:26])[N:5]([CH:23]1[CH2:25][CH2:24]1)[C:6]([C@@H:12]([NH:15]C(=O)OC(C)(C)C)[CH2:13][CH3:14])=[N:7]2.Cl.C([O-])(O)=O.[Na+]. (3) Given the product [CH3:34][O:33][C:29]1[CH:28]=[C:24]([CH:23]=[C:22]([O:21][CH3:20])[C:30]=1[O:31][CH3:32])[C:25]([N:48]([CH2:47][C:46]([CH3:45])=[CH:57][C:58]1[CH:59]=[CH:60][CH:61]=[CH:62][CH:63]=1)[CH2:49][CH2:50][CH:51]1[CH2:55][CH2:54][CH2:53][N:52]1[CH3:56])=[O:27], predict the reactants needed to synthesize it. The reactants are: Cl.C(N=C=NCCCN(C)C)C.C(N(CC)CC)C.[CH3:20][O:21][C:22]1[CH:23]=[C:24]([CH:28]=[C:29]([O:33][CH3:34])[C:30]=1[O:31][CH3:32])[C:25]([OH:27])=O.ON1C2C=CC=CC=2N=N1.[CH3:45][C:46](=[CH:57][C:58]1[CH:63]=[CH:62][CH:61]=[CH:60][CH:59]=1)[CH2:47][NH:48][CH2:49][CH2:50][CH:51]1[CH2:55][CH2:54][CH2:53][N:52]1[CH3:56]. (4) Given the product [C:11]([NH:28][C@@H:26]([C:20]1[CH:25]=[CH:24][CH:23]=[CH:22][CH:21]=1)[CH3:27])(=[O:19])[CH2:12][CH2:13][CH2:14][CH2:15][CH2:16][CH2:17][CH3:18], predict the reactants needed to synthesize it. The reactants are: [C:11](O[C:11](=[O:19])[CH2:12][CH2:13][CH2:14][CH2:15][CH2:16][CH2:17][CH3:18])(=[O:19])[CH2:12][CH2:13][CH2:14][CH2:15][CH2:16][CH2:17][CH3:18].[C:20]1([C@H:26]([NH2:28])[CH3:27])[CH:25]=[CH:24][CH:23]=[CH:22][CH:21]=1.C(N(CC)CC)C. (5) The reactants are: C([N:8]1[CH2:12][C@@H:11]([C:13]2[CH:18]=[C:17]([CH2:19][CH2:20][CH3:21])[CH:16]=[C:15]([Cl:22])[C:14]=2[C:23]([O:25][CH2:26][CH3:27])=[O:24])[C@H:10]([C:28]([O:30][CH3:31])=[O:29])[CH2:9]1)C1C=CC=CC=1.ClC(OC(Cl)C)=O.C(N(CC)CC)C.[C:54](O[C:54]([O:56][C:57]([CH3:60])([CH3:59])[CH3:58])=[O:55])([O:56][C:57]([CH3:60])([CH3:59])[CH3:58])=[O:55]. Given the product [Cl:22][C:15]1[C:14]([C:23]([O:25][CH2:26][CH3:27])=[O:24])=[C:13]([C@@H:11]2[CH2:12][N:8]([C:54]([O:56][C:57]([CH3:58])([CH3:59])[CH3:60])=[O:55])[CH2:9][C@H:10]2[C:28]([O:30][CH3:31])=[O:29])[CH:18]=[C:17]([CH2:19][CH2:20][CH3:21])[CH:16]=1, predict the reactants needed to synthesize it.